Predict the product of the given reaction. From a dataset of Forward reaction prediction with 1.9M reactions from USPTO patents (1976-2016). Given the reactants [NH:1]1[C:5]2=[N:6][CH:7]=[CH:8][CH:9]=[C:4]2[C:3]([C:10]([O:12][CH3:13])=[O:11])=[CH:2]1.Cl[C:15]1[C:16]2[CH:23]=[CH:22][N:21]([CH3:24])[C:17]=2[N:18]=[CH:19][N:20]=1.C(=O)([O-])[O-].[K+].[K+].O, predict the reaction product. The product is: [CH3:24][N:21]1[C:17]2[N:18]=[CH:19][N:20]=[C:15]([N:1]3[C:5]4=[N:6][CH:7]=[CH:8][CH:9]=[C:4]4[C:3]([C:10]([O:12][CH3:13])=[O:11])=[CH:2]3)[C:16]=2[CH:23]=[CH:22]1.